Dataset: Catalyst prediction with 721,799 reactions and 888 catalyst types from USPTO. Task: Predict which catalyst facilitates the given reaction. (1) Product: [CH3:13][N:5]1[C:6]2[CH:11]=[CH:10][CH:9]=[CH:8][C:7]=2[O:3][C:4]1=[O:12]. Reactant: [H-].[Na+].[O:3]1[C:7]2[CH:8]=[CH:9][CH:10]=[CH:11][C:6]=2[NH:5][C:4]1=[O:12].[CH3:13]I. The catalyst class is: 214. (2) Reactant: Br[C:2]([F:9])([F:8])[C:3]([O:5][CH2:6][CH3:7])=[O:4].[N+:10]([C:13]1[CH:20]=[CH:19][C:16]([CH:17]=[O:18])=[CH:15][CH:14]=1)([O-:12])=[O:11].S([O-])(O)(=O)=O.[Na+]. Product: [F:8][C:2]([F:9])([CH:17]([OH:18])[C:16]1[CH:15]=[CH:14][C:13]([N+:10]([O-:12])=[O:11])=[CH:20][CH:19]=1)[C:3]([O:5][CH2:6][CH3:7])=[O:4]. The catalyst class is: 772. (3) Reactant: [CH3:1][S:2]([N:5]1[CH2:10][CH2:9][C:8](=O)[CH2:7][CH2:6]1)(=[O:4])=[O:3].[NH:12]1[CH2:17][CH2:16][O:15][CH2:14][CH2:13]1.CC1CCNCC1.C1(C)C=CC(S(O)(=O)=O)=CC=1. Product: [CH3:1][S:2]([N:5]1[CH2:10][CH:9]=[C:8]([N:12]2[CH2:17][CH2:16][O:15][CH2:14][CH2:13]2)[CH2:7][CH2:6]1)(=[O:4])=[O:3]. The catalyst class is: 48. (4) Reactant: C(=O)([O-])[O-].[Cu+2:5].[Cu].[CH3:7][S:8]([OH:11])(=[O:10])=[O:9].C(=O)([O-])[O-]. Product: [CH3:7][S:8]([O-:11])(=[O:10])=[O:9].[Cu+2:5].[CH3:7][S:8]([O-:11])(=[O:10])=[O:9]. The catalyst class is: 6.